This data is from Forward reaction prediction with 1.9M reactions from USPTO patents (1976-2016). The task is: Predict the product of the given reaction. (1) Given the reactants [CH:1]1([CH2:4][N:5]2[C:13]3[CH2:12][CH2:11][N:10]([C:14](=[O:16])[CH3:15])[CH2:9][C:8]=3[C:7]([NH:17][C:18]3[CH:23]=[CH:22][CH:21]=[C:20]([C:24]4[N:28](C5CCCCO5)[N:27]=[CH:26][CH:25]=4)[CH:19]=3)=[N:6]2)[CH2:3][CH2:2]1.Cl, predict the reaction product. The product is: [CH:1]1([CH2:4][N:5]2[C:13]3[CH2:12][CH2:11][N:10]([C:14](=[O:16])[CH3:15])[CH2:9][C:8]=3[C:7]([NH:17][C:18]3[CH:23]=[CH:22][CH:21]=[C:20]([C:24]4[NH:28][N:27]=[CH:26][CH:25]=4)[CH:19]=3)=[N:6]2)[CH2:3][CH2:2]1. (2) Given the reactants [C:1](Cl)(=O)[C:2]([Cl:4])=[O:3].CN(C)C=O.[F:12][C:13]([F:27])([F:26])[C:14]1[S:18][C:17]2[CH:19]=[CH:20][CH:21]=C(C(O)=O)[C:16]=2[CH:15]=1, predict the reaction product. The product is: [F:27][C:13]([F:12])([F:26])[C:14]1[S:18][C:17]2[CH:19]=[CH:20][CH:21]=[C:1]([C:2]([Cl:4])=[O:3])[C:16]=2[CH:15]=1. (3) Given the reactants [CH2:1]([N:3]([CH2:32][CH3:33])[CH2:4][CH2:5][NH:6][C:7]([C:9]1[CH:18]=C[C:16]2[C:11](=[CH:12][CH:13]=[C:14]([Sn:19]([CH2:28][CH2:29][CH2:30][CH3:31])([CH2:24][CH2:25][CH2:26][CH3:27])[CH2:20][CH2:21][CH2:22][CH3:23])[CH:15]=2)[N:10]=1)=[O:8])[CH3:2].C([N:36](CC)CCNC(C1C=NC2C(=CC=C(I)C=2)N=1)=O)C, predict the reaction product. The product is: [CH2:1]([N:3]([CH2:32][CH3:33])[CH2:4][CH2:5][NH:6][C:7]([C:9]1[CH:18]=[N:36][C:16]2[C:11](=[CH:12][CH:13]=[C:14]([Sn:19]([CH2:24][CH2:25][CH2:26][CH3:27])([CH2:28][CH2:29][CH2:30][CH3:31])[CH2:20][CH2:21][CH2:22][CH3:23])[CH:15]=2)[N:10]=1)=[O:8])[CH3:2]. (4) Given the reactants [CH2:1]([C:3]1[N:13]([C:14]2[CH:19]=[CH:18][C:17]([CH2:20][CH2:21][NH:22][C:23]([NH:25][S:26]([C:29]3[CH:34]=[CH:33][C:32]([CH3:35])=[CH:31][CH:30]=3)(=[O:28])=[O:27])=[O:24])=[CH:16][CH:15]=2)[C:6]2=[N:7][C:8]([CH3:12])=[CH:9][C:10]([CH3:11])=[C:5]2[N:4]=1)[CH3:2].NC1C=CC(C(O)C)=C([Cl:46])C=1, predict the reaction product. The product is: [Cl:46][C:19]1[CH:18]=[C:17]([CH2:20][CH2:21][NH:22][C:23]([NH:25][S:26]([C:29]2[CH:34]=[CH:33][C:32]([CH3:35])=[CH:31][CH:30]=2)(=[O:28])=[O:27])=[O:24])[CH:16]=[CH:15][C:14]=1[N:13]1[C:6]2=[N:7][C:8]([CH3:12])=[CH:9][C:10]([CH3:11])=[C:5]2[N:4]=[C:3]1[CH2:1][CH3:2]. (5) Given the reactants C([N:8]1[CH2:13][C:12](=[O:14])[NH:11][C:10](=[O:15])[CH2:9]1)C1C=CC=CC=1.[ClH:16].C(O)C.[H][H], predict the reaction product. The product is: [ClH:16].[NH:11]1[C:12](=[O:14])[CH2:13][NH:8][CH2:9][C:10]1=[O:15]. (6) Given the reactants Cl[C:2]1[C:3]2[C:4](=[CH:19][N:20](CC3C=CC(OC)=CC=3)[N:21]=2)[N:5]=[C:6]([C:8]2[CH:9]=[N:10][C:11]([N:14]3[CH2:18][CH2:17][CH2:16][CH2:15]3)=[CH:12][CH:13]=2)[N:7]=1.[CH3:31][O:32][C:33]1[CH:34]=[C:35]([CH:37]=[CH:38][C:39]=1[O:40][CH3:41])[NH2:36].Cl, predict the reaction product. The product is: [CH3:31][O:32][C:33]1[CH:34]=[C:35]([NH:36][C:2]2[C:3]3[NH:21][N:20]=[CH:19][C:4]=3[N:5]=[C:6]([C:8]3[CH:9]=[N:10][C:11]([N:14]4[CH2:15][CH2:16][CH2:17][CH2:18]4)=[CH:12][CH:13]=3)[N:7]=2)[CH:37]=[CH:38][C:39]=1[O:40][CH3:41].